From a dataset of Forward reaction prediction with 1.9M reactions from USPTO patents (1976-2016). Predict the product of the given reaction. (1) Given the reactants [F:1][C:2]1[CH:10]=[C:9]2[C:5]([CH2:6][C:7](=[O:27])[N:8]2[CH:11]2[CH2:16][CH2:15][N:14](C(OCC3C=CC=CC=3)=O)[CH2:13][CH2:12]2)=[CH:4][C:3]=1[C:28]([NH:30][CH3:31])=[O:29].O1CCCC1, predict the reaction product. The product is: [F:1][C:2]1[CH:10]=[C:9]2[C:5]([CH2:6][C:7](=[O:27])[N:8]2[CH:11]2[CH2:16][CH2:15][NH:14][CH2:13][CH2:12]2)=[CH:4][C:3]=1[C:28]([NH:30][CH3:31])=[O:29]. (2) Given the reactants N[C:2]1[C:11]2[C:6](=[CH:7][C:8]([N:12]3[C:20]4[CH2:19][C:18]([CH3:22])([CH3:21])[CH2:17][C:16](=[O:23])[C:15]=4[C:14]([CH3:24])=[CH:13]3)=[CH:9][CH:10]=2)[N:5]=[CH:4][N:3]=1.Cl.C(OCC)(=[O:28])C.O, predict the reaction product. The product is: [OH:28][C:2]1[C:11]2[C:6](=[CH:7][C:8]([N:12]3[C:20]4[CH2:19][C:18]([CH3:22])([CH3:21])[CH2:17][C:16](=[O:23])[C:15]=4[C:14]([CH3:24])=[CH:13]3)=[CH:9][CH:10]=2)[N:5]=[CH:4][N:3]=1. (3) Given the reactants [Cl:1][C:2]1[CH:24]=[CH:23][C:5]([CH2:6][NH:7][C:8]2[CH:17]=[C:16]3[C:11]([C:12]([CH3:22])([CH3:21])[CH2:13][N:14]([CH2:19][CH3:20])[C:15]3=[O:18])=[CH:10][CH:9]=2)=[CH:4][CH:3]=1.N1C=CC=CC=1.[CH3:31][N:32]1[CH:36]=[C:35]([S:37](Cl)(=[O:39])=[O:38])[N:34]=[CH:33]1, predict the reaction product. The product is: [Cl:1][C:2]1[CH:3]=[CH:4][C:5]([CH2:6][N:7]([C:8]2[CH:17]=[C:16]3[C:11]([C:12]([CH3:21])([CH3:22])[CH2:13][N:14]([CH2:19][CH3:20])[C:15]3=[O:18])=[CH:10][CH:9]=2)[S:37]([C:35]2[N:34]=[CH:33][N:32]([CH3:31])[CH:36]=2)(=[O:39])=[O:38])=[CH:23][CH:24]=1. (4) Given the reactants [F:1][C:2]1[CH:3]=[C:4]([C:9]2[CH:10]=[CH:11][C:12]([NH2:15])=[N:13][CH:14]=2)[CH:5]=[C:6]([F:8])[CH:7]=1.[CH3:16][C:17]1([CH3:31])[CH:21]2[CH2:22][CH:23]([CH2:26][C:27](O)=[O:28])[CH2:24][CH2:25][N:20]2[C:19](=[O:30])[O:18]1, predict the reaction product. The product is: [F:8][C:6]1[CH:5]=[C:4]([C:9]2[CH:10]=[CH:11][C:12]([NH:15][C:27](=[O:28])[CH2:26][C@@H:23]3[CH2:24][CH2:25][N:20]4[C:19](=[O:30])[O:18][C:17]([CH3:16])([CH3:31])[C@@H:21]4[CH2:22]3)=[N:13][CH:14]=2)[CH:3]=[C:2]([F:1])[CH:7]=1.